From a dataset of Peptide-MHC class II binding affinity with 134,281 pairs from IEDB. Regression. Given a peptide amino acid sequence and an MHC pseudo amino acid sequence, predict their binding affinity value. This is MHC class II binding data. (1) The peptide sequence is LGTFDTTQIIKLLPF. The MHC is DRB1_1501 with pseudo-sequence DRB1_1501. The binding affinity (normalized) is 0.253. (2) The peptide sequence is GLGWYKIEIDQDHQE. The MHC is DRB1_0701 with pseudo-sequence DRB1_0701. The binding affinity (normalized) is 0.237. (3) The peptide sequence is LDAYNMMISAGFSLW. The MHC is DRB5_0101 with pseudo-sequence DRB5_0101. The binding affinity (normalized) is 0.557. (4) The peptide sequence is PEVKYTVFETALKKAITAMS. The MHC is HLA-DPA10103-DPB10401 with pseudo-sequence HLA-DPA10103-DPB10401. The binding affinity (normalized) is 0.589.